Dataset: Full USPTO retrosynthesis dataset with 1.9M reactions from patents (1976-2016). Task: Predict the reactants needed to synthesize the given product. Given the product [F:1][C:2]1[CH:7]=[C:6]([OH:8])[CH:5]=[C:4]([F:10])[C:3]=1[C:11]1[N:15]=[C:14]([C:16]([OH:18])=[O:17])[CH:13]=[CH:21][C:20]=1[F:19], predict the reactants needed to synthesize it. The reactants are: [F:1][C:2]1[CH:7]=[C:6]([O:8]C)[CH:5]=[C:4]([F:10])[C:3]=1[C:11]1S[CH:13]=[C:14]([C:16]([OH:18])=[O:17])[N:15]=1.[F:19][C:20]1C=C(O)C=C(F)[C:21]=1B(O)O.BrC1N=C(C(OC)=O)C=CC=1F.